From a dataset of Full USPTO retrosynthesis dataset with 1.9M reactions from patents (1976-2016). Predict the reactants needed to synthesize the given product. (1) Given the product [CH2:1]([C:3]1[CH:4]=[C:6]2[C:7](=[CH:8][C:9]=1[OH:10])[O:20][CH:18]=[C:17]([C:11]1[CH:12]=[CH:13][CH:14]=[CH:15][CH:16]=1)[C:30]2=[O:31])[CH3:2], predict the reactants needed to synthesize it. The reactants are: [CH2:1]([C:3]1[C:9]([OH:10])=[CH:8][CH:7]=[CH:6][C:4]=1O)[CH3:2].[C:11]1([CH2:17][C:18]([OH:20])=O)[CH:16]=[CH:15][CH:14]=[CH:13][CH:12]=1.P(Cl)(Cl)(Cl)(Cl)Cl.CN([CH:30]=[O:31])C. (2) Given the product [F:16][C:17]([F:25])([F:26])[C:18]1[CH:24]=[CH:23][CH:22]=[CH:21][C:19]=1[NH:20][CH:4]=[C:5]([C:6]([O:8][CH2:9][CH3:10])=[O:7])[C:11]([O:13][CH2:14][CH3:15])=[O:12], predict the reactants needed to synthesize it. The reactants are: C(O[CH:4]=[C:5]([C:11]([O:13][CH2:14][CH3:15])=[O:12])[C:6]([O:8][CH2:9][CH3:10])=[O:7])C.[F:16][C:17]([F:26])([F:25])[C:18]1[CH:24]=[CH:23][CH:22]=[CH:21][C:19]=1[NH2:20].